Dataset: Full USPTO retrosynthesis dataset with 1.9M reactions from patents (1976-2016). Task: Predict the reactants needed to synthesize the given product. (1) Given the product [C:1]([O:5][C:6](=[O:7])[NH:8][C:9]1[CH:14]=[CH:13][C:12]([S:15][C:16]2[CH:24]=[CH:23][C:19]([C:20](=[O:22])[NH:45][CH2:44][C:43]3[CH:46]=[CH:47][C:40]([CH3:39])=[CH:41][CH:42]=3)=[CH:18][C:17]=2[NH:25][C:26]2[C:27]3[CH:35]=[CH:34][C:33]([CH:36]([CH3:38])[CH3:37])=[N:32][C:28]=3[N:29]=[CH:30][N:31]=2)=[CH:11][CH:10]=1)([CH3:2])([CH3:4])[CH3:3], predict the reactants needed to synthesize it. The reactants are: [C:1]([O:5][C:6]([NH:8][C:9]1[CH:14]=[CH:13][C:12]([S:15][C:16]2[CH:24]=[CH:23][C:19]([C:20]([OH:22])=O)=[CH:18][C:17]=2[NH:25][C:26]2[C:27]3[CH:35]=[CH:34][C:33]([CH:36]([CH3:38])[CH3:37])=[N:32][C:28]=3[N:29]=[CH:30][N:31]=2)=[CH:11][CH:10]=1)=[O:7])([CH3:4])([CH3:3])[CH3:2].[CH3:39][C:40]1[CH:47]=[CH:46][C:43]([CH2:44][NH2:45])=[CH:42][CH:41]=1. (2) Given the product [C:1]([O:5][C:6](=[O:38])[NH:7][C@H:8]([C@@H:19]1[O:23][C:22](=[O:24])[N:21]([C:25]2([C:28]3[CH:33]=[CH:32][CH:31]=[C:30]([C:34]([CH3:37])([CH3:36])[CH3:35])[CH:29]=3)[CH2:27][CH2:26]2)[CH2:20]1)[CH2:9][C:10]1[CH:11]=[CH:12][C:13]([NH2:16])=[CH:14][CH:15]=1)([CH3:3])([CH3:4])[CH3:2].[NH3:7], predict the reactants needed to synthesize it. The reactants are: [C:1]([O:5][C:6](=[O:38])[NH:7][C@H:8]([C@@H:19]1[O:23][C:22](=[O:24])[N:21]([C:25]2([C:28]3[CH:33]=[CH:32][CH:31]=[C:30]([C:34]([CH3:37])([CH3:36])[CH3:35])[CH:29]=3)[CH2:27][CH2:26]2)[CH2:20]1)[CH2:9][C:10]1[CH:15]=[CH:14][C:13]([N+:16]([O-])=O)=[CH:12][CH:11]=1)([CH3:4])([CH3:3])[CH3:2].O.[BH4-].[Na+]. (3) Given the product [C:14]([O:18][C:19]([N:21]1[CH2:25][CH2:24][CH:23]([O:26][C:27]2[CH:28]=[CH:29][C:30]([O:31][CH2:32][C:33](=[O:34])[NH:1][C:2]3[CH:3]=[C:4]([C:5]#[N:6])[CH:7]=[CH:8][C:9]=3[NH:10][CH2:11][CH2:12][OH:13])=[CH:36][CH:37]=2)[CH2:22]1)=[O:20])([CH3:17])([CH3:16])[CH3:15], predict the reactants needed to synthesize it. The reactants are: [NH2:1][C:2]1[CH:3]=[C:4]([CH:7]=[CH:8][C:9]=1[NH:10][CH2:11][CH2:12][OH:13])[C:5]#[N:6].[C:14]([O:18][C:19]([N:21]1[CH2:25][CH2:24][CH:23]([O:26][C:27]2[CH:37]=[CH:36][C:30]([O:31][CH2:32][C:33](O)=[O:34])=[CH:29][CH:28]=2)[CH2:22]1)=[O:20])([CH3:17])([CH3:16])[CH3:15]. (4) Given the product [CH3:11][S:12]([C:2]1[CH:7]=[C:6]([C:8](=[O:10])[CH3:9])[CH:5]=[CH:4][N:3]=1)(=[O:14])=[O:13], predict the reactants needed to synthesize it. The reactants are: Br[C:2]1[CH:7]=[C:6]([C:8](=[O:10])[CH3:9])[CH:5]=[CH:4][N:3]=1.[CH3:11][S:12](C)(=[O:14])=[O:13]. (5) Given the product [NH2:33][CH2:32][CH2:31][N:29]1[C:30]2[CH:18]([C:14]3([C:11]4[CH:10]=[CH:9][C:8]([Cl:7])=[CH:13][CH:12]=4)[CH2:15][CH2:16][CH2:17]3)[N:19]([C:34]([O:36][C:37]([CH3:40])([CH3:39])[CH3:38])=[O:35])[CH2:20][CH2:21][C:22]=2[C:23]2[C:28]1=[CH:27][CH:26]=[CH:25][CH:24]=2, predict the reactants needed to synthesize it. The reactants are: [H-].[Al+3].[Li+].[H-].[H-].[H-].[Cl:7][C:8]1[CH:13]=[CH:12][C:11]([C:14]2([CH:18]3[C:30]4[N:29]([CH2:31][C:32]#[N:33])[C:28]5[C:23](=[CH:24][CH:25]=[CH:26][CH:27]=5)[C:22]=4[CH2:21][CH2:20][N:19]3[C:34]([O:36][C:37]([CH3:40])([CH3:39])[CH3:38])=[O:35])[CH2:17][CH2:16][CH2:15]2)=[CH:10][CH:9]=1.[OH-].[Na+].